From a dataset of Full USPTO retrosynthesis dataset with 1.9M reactions from patents (1976-2016). Predict the reactants needed to synthesize the given product. (1) Given the product [C:1]([O:9][C:10]1[CH:26]=[CH:25][C:24]([Cl:27])=[CH:23][C:11]=1[C:12]1[O:13][N:16]=[C:15]([C:17]([O:19][CH2:20][CH3:21])=[O:18])[C:14]=1[Br:22])(=[O:8])[C:2]1[CH:7]=[CH:6][CH:5]=[CH:4][CH:3]=1, predict the reactants needed to synthesize it. The reactants are: [C:1]([O:9][C:10]1[CH:26]=[CH:25][C:24]([Cl:27])=[CH:23][C:11]=1[C:12]([C:14]1([Br:22])[N:16]=[C:15]1[C:17]([O:19][CH2:20][CH3:21])=[O:18])=[O:13])(=[O:8])[C:2]1[CH:7]=[CH:6][CH:5]=[CH:4][CH:3]=1. (2) Given the product [OH:19][CH2:20][CH2:21][N:22]([C:27]1[CH:32]=[CH:31][C:30](/[CH:33]=[CH:34]/[S:35]([N:38]2[CH2:39][CH2:40][C:41]3([N:45]=[C:44]([C:46]4[CH:51]=[CH:50][CH:49]=[C:48]([O:52][C:53]([F:54])([F:55])[F:56])[CH:47]=4)[NH:43][C:42]3=[O:57])[CH2:58][CH2:59]2)(=[O:37])=[O:36])=[C:29]([CH3:60])[CH:28]=1)[S:23]([CH3:26])(=[O:24])=[O:25], predict the reactants needed to synthesize it. The reactants are: C(O)(=O)CC(CC(O)=O)(C(O)=O)O.C([Si](C)(C)[O:19][CH2:20][CH2:21][N:22]([C:27]1[CH:32]=[CH:31][C:30](/[CH:33]=[CH:34]/[S:35]([N:38]2[CH2:59][CH2:58][C:41]3([N:45]=[C:44]([C:46]4[CH:51]=[CH:50][CH:49]=[C:48]([O:52][C:53]([F:56])([F:55])[F:54])[CH:47]=4)[NH:43][C:42]3=[O:57])[CH2:40][CH2:39]2)(=[O:37])=[O:36])=[C:29]([CH3:60])[CH:28]=1)[S:23]([CH3:26])(=[O:25])=[O:24])(C)(C)C. (3) Given the product [CH3:1][O:2][C:3]([C:4]1[CH:9]=[C:8]([CH3:10])[CH:7]=[CH:6][C:5]=1[S:11][Cl:13])=[O:12], predict the reactants needed to synthesize it. The reactants are: [CH3:1][O:2][C:3](=[O:12])[C:4]1[CH:9]=[C:8]([CH3:10])[CH:7]=[CH:6][C:5]=1[SH:11].[Cl:13]N1C(=O)CCC1=O. (4) The reactants are: O1CCOCC1.[F:7][C:8]1[CH:13]=[CH:12][C:11]([C:14]2[N:15]=[C:16]([CH:26]3[CH2:31][CH2:30][CH:29]([CH2:32][C:33]#[N:34])[CH2:28][CH2:27]3)[NH:17][C:18]=2[C:19]2[C:20](F)=[N:21][CH:22]=[CH:23][CH:24]=2)=[C:10]([N+:35]([O-])=O)[CH:9]=1.S(S([O-])=O)([O-])=O.[Na+].[Na+].[OH-].[NH4+]. Given the product [F:7][C:8]1[CH:13]=[CH:12][C:11]2[C:14]3[N:15]=[C:16]([CH:26]4[CH2:31][CH2:30][CH:29]([CH2:32][C:33]#[N:34])[CH2:28][CH2:27]4)[NH:17][C:18]=3[C:19]3[CH:24]=[CH:23][CH:22]=[N:21][C:20]=3[NH:35][C:10]=2[CH:9]=1, predict the reactants needed to synthesize it. (5) Given the product [F:33][C:28]1[CH:27]=[C:26]([C:24]2[CH:23]=[C:22]([C:34]([F:35])([F:36])[F:37])[N:21]=[C:20]([C:18]3[CH:17]=[CH:16][N:15]=[C:14]([C:11]4[S:10][C:9]([S:6]([NH2:5])(=[O:7])=[O:8])=[CH:13][CH:12]=4)[CH:19]=3)[N:25]=2)[CH:31]=[CH:30][C:29]=1[F:32], predict the reactants needed to synthesize it. The reactants are: C([NH:5][S:6]([C:9]1[S:10][C:11]([C:14]2[CH:19]=[C:18]([C:20]3[N:25]=[C:24]([C:26]4[CH:31]=[CH:30][C:29]([F:32])=[C:28]([F:33])[CH:27]=4)[CH:23]=[C:22]([C:34]([F:37])([F:36])[F:35])[N:21]=3)[CH:17]=[CH:16][N:15]=2)=[CH:12][CH:13]=1)(=[O:8])=[O:7])(C)(C)C.C(O)(C(F)(F)F)=O. (6) Given the product [C:8]1([C:6]2[N:7]=[C:2]([NH:37][C@@H:36]([CH3:38])[C:35]([OH:39])=[O:34])[CH:3]=[C:4]([C:14](=[O:15])[NH:16][C:17]3[CH:22]=[CH:21][CH:20]=[CH:19][C:18]=3[C:23]3[S:24][C:25]4[C:30]([N:31]=3)=[CH:29][CH:28]=[CH:27][N:26]=4)[N:5]=2)[CH:13]=[CH:12][CH:11]=[CH:10][CH:9]=1, predict the reactants needed to synthesize it. The reactants are: Cl[C:2]1[N:7]=[C:6]([C:8]2[CH:13]=[CH:12][CH:11]=[CH:10][CH:9]=2)[N:5]=[C:4]([C:14]([NH:16][C:17]2[CH:22]=[CH:21][CH:20]=[CH:19][C:18]=2[C:23]2[S:24][C:25]3[C:30]([N:31]=2)=[CH:29][CH:28]=[CH:27][N:26]=3)=[O:15])[CH:3]=1.Cl.C[O:34][C:35](=[O:39])[C@H:36]([CH3:38])[NH2:37].CCN(C(C)C)C(C)C.CS(C)=O.